From a dataset of Catalyst prediction with 721,799 reactions and 888 catalyst types from USPTO. Predict which catalyst facilitates the given reaction. (1) Reactant: Cl.[C:2](=[NH:10])([NH2:9])[C:3]1[CH:8]=[CH:7][CH:6]=[CH:5][CH:4]=1.CC([O-])(C)C.[Li+].C(O/[CH:20]=[CH:21]/[C:22](=O)[C:23]([O:25][CH2:26][CH3:27])=[O:24])C. Product: [C:3]1([C:2]2[N:9]=[C:22]([C:23]([O:25][CH2:26][CH3:27])=[O:24])[CH:21]=[CH:20][N:10]=2)[CH:8]=[CH:7][CH:6]=[CH:5][CH:4]=1. The catalyst class is: 8. (2) Reactant: [Cl:1][C:2]1[CH:10]=[CH:9][C:5]([C:6]([NH2:8])=O)=[C:4]([O:11][CH2:12][C:13]([F:16])([F:15])[F:14])[N:3]=1.N1C=CC=CC=1.O=P(Cl)(Cl)Cl.[OH-].[Na+]. Product: [Cl:1][C:2]1[CH:10]=[CH:9][C:5]([C:6]#[N:8])=[C:4]([O:11][CH2:12][C:13]([F:14])([F:16])[F:15])[N:3]=1. The catalyst class is: 290. (3) Reactant: [Cl:1][C:2]1[CH:7]=[CH:6][CH:5]=[C:4]([F:8])[C:3]=1[C:9]1[C:13]([C:14]#[N:15])=[C:12](/[CH:16]=[CH:17]/[N:18]([CH3:20])[CH3:19])[O:11][N:10]=1.[F:21][C:22]([F:33])([F:32])[C:23](O[C:23](=[O:24])[C:22]([F:33])([F:32])[F:21])=[O:24]. Product: [Cl:1][C:2]1[CH:7]=[CH:6][CH:5]=[C:4]([F:8])[C:3]=1[C:9]1[C:13]([C:14]#[N:15])=[C:12](/[C:16](/[C:23](=[O:24])[C:22]([F:33])([F:32])[F:21])=[CH:17]/[N:18]([CH3:19])[CH3:20])[O:11][N:10]=1. The catalyst class is: 4. (4) Reactant: [Cl:1][C:2]1[CH:3]=[C:4]2[C:9](=[CH:10][CH:11]=1)[C@@:8]1([CH2:17][O:16][C:15]3[CH:18]=[CH:19][C:20]([C:22]([O:24]C)=[O:23])=[CH:21][C:14]=3[N:13]([CH2:26][C@@H:27]3[CH2:30][CH2:29][C@H:28]3[C@@H:31]([OH:37])/[CH:32]=[CH:33]/[CH2:34][CH2:35][CH3:36])[CH2:12]1)[CH2:7][CH2:6][CH2:5]2.O[Li].O. Product: [Cl:1][C:2]1[CH:3]=[C:4]2[C:9](=[CH:10][CH:11]=1)[C@@:8]1([CH2:17][O:16][C:15]3[CH:18]=[CH:19][C:20]([C:22]([OH:24])=[O:23])=[CH:21][C:14]=3[N:13]([CH2:26][C@@H:27]3[CH2:30][CH2:29][C@H:28]3[C@@H:31]([OH:37])/[CH:32]=[CH:33]/[CH2:34][CH2:35][CH3:36])[CH2:12]1)[CH2:7][CH2:6][CH2:5]2. The catalyst class is: 92. (5) Reactant: [CH2:1]=[C:2]1[CH:7]2[CH2:8][CH2:9][N:4]([CH2:5][CH2:6]2)[CH2:3]1.[SH2:10].C[OH:12]. Product: [OH:12][C:2]1([CH2:1][SH:10])[CH:7]2[CH2:8][CH2:9][N:4]([CH2:5][CH2:6]2)[CH2:3]1. The catalyst class is: 4.